This data is from TCR-epitope binding with 47,182 pairs between 192 epitopes and 23,139 TCRs. The task is: Binary Classification. Given a T-cell receptor sequence (or CDR3 region) and an epitope sequence, predict whether binding occurs between them. (1) The epitope is FLNRFTTTL. The TCR CDR3 sequence is CASSPGLEQFF. Result: 1 (the TCR binds to the epitope). (2) The epitope is DATYQRTRALVR. The TCR CDR3 sequence is CASSDGSFNEQFF. Result: 1 (the TCR binds to the epitope). (3) The TCR CDR3 sequence is CASSYWDRQYEQYF. The epitope is GTITVEELK. Result: 0 (the TCR does not bind to the epitope). (4) The epitope is VTEHDTLLY. The TCR CDR3 sequence is CASSPWTSGLYEQYF. Result: 0 (the TCR does not bind to the epitope). (5) The epitope is KRWIIMGLNK. The TCR CDR3 sequence is CASSLLGESSYEQYF. Result: 0 (the TCR does not bind to the epitope).